Predict the reactants needed to synthesize the given product. From a dataset of Full USPTO retrosynthesis dataset with 1.9M reactions from patents (1976-2016). (1) Given the product [Cl:1][C:2]1[CH:17]=[CH:16][C:15]([N+:18]([O-:20])=[O:19])=[CH:14][C:3]=1[C:4]1[O:13][C:8]2[CH:9]=[CH:10][CH:11]=[CH:12][C:7]=2[N:6]=1, predict the reactants needed to synthesize it. The reactants are: [Cl:1][C:2]1[CH:17]=[CH:16][C:15]([N+:18]([O-:20])=[O:19])=[CH:14][C:3]=1[C:4]([NH:6][C:7]1[CH:12]=[CH:11][CH:10]=[CH:9][C:8]=1[OH:13])=O.O.C1(C)C=CC(S(O)(=O)=O)=CC=1. (2) Given the product [N:30]1([C:36]2[CH:42]=[CH:41][CH:40]=[CH:39][C:37]=2[NH:38][C:7]2[NH:8][C:3](=[O:2])[CH:4]=[C:5]([C:13]3[CH:29]=[CH:28][C:16]4[NH:17][C:18]([NH:20][C:21]([C:23]5[S:24][CH:25]=[CH:26][CH:27]=5)=[O:22])=[N:19][C:15]=4[CH:14]=3)[N:6]=2)[CH2:31][CH2:32][O:33][CH2:34][CH2:35]1, predict the reactants needed to synthesize it. The reactants are: C[O:2][C:3]1[N:8]=[C:7](S(C)(=O)=O)[N:6]=[C:5]([C:13]2[CH:29]=[CH:28][C:16]3[NH:17][C:18]([NH:20][C:21]([C:23]4[S:24][CH:25]=[CH:26][CH:27]=4)=[O:22])=[N:19][C:15]=3[CH:14]=2)[CH:4]=1.[N:30]1([C:36]2[CH:42]=[CH:41][CH:40]=[CH:39][C:37]=2[NH2:38])[CH2:35][CH2:34][O:33][CH2:32][CH2:31]1. (3) Given the product [CH3:24][C:18]1[C:19]([CH3:23])=[CH:20][CH:21]=[CH:22][C:17]=1[C:15]1[N:14]=[C:13]([NH2:25])[N:12]=[C:11]([NH:9][CH2:8][CH2:7][CH2:6][N:1]2[CH:5]=[CH:4][N:3]=[CH:2]2)[CH:16]=1, predict the reactants needed to synthesize it. The reactants are: [N:1]1([CH2:6][CH2:7][CH2:8][NH2:9])[CH:5]=[CH:4][N:3]=[CH:2]1.Cl[C:11]1[CH:16]=[C:15]([C:17]2[CH:22]=[CH:21][CH:20]=[C:19]([CH3:23])[C:18]=2[CH3:24])[N:14]=[C:13]([NH2:25])[N:12]=1. (4) Given the product [C:16]1([C:3]2[C:2]([N:25]3[CH2:26][CH2:27][N:22]([C:28]4[N:29]=[CH:30][CH:31]=[CH:32][N:33]=4)[CH2:23][CH2:24]3)=[N:11][C:10]3[C:5](=[CH:6][CH:7]=[C:8]([C:12]([O:14][CH3:15])=[O:13])[CH:9]=3)[N:4]=2)[CH:21]=[CH:20][CH:19]=[CH:18][CH:17]=1, predict the reactants needed to synthesize it. The reactants are: Br[C:2]1[C:3]([C:16]2[CH:21]=[CH:20][CH:19]=[CH:18][CH:17]=2)=[N:4][C:5]2[C:10]([N:11]=1)=[CH:9][C:8]([C:12]([O:14][CH3:15])=[O:13])=[CH:7][CH:6]=2.[N:22]1([C:28]2[N:33]=[CH:32][CH:31]=[CH:30][N:29]=2)[CH2:27][CH2:26][NH:25][CH2:24][CH2:23]1.CCN(C(C)C)C(C)C. (5) Given the product [CH3:14][O:15][C:16]1[CH:17]=[C:18]2[C:23](=[CH:24][C:25]=1[O:26][CH3:27])[N:22]=[CH:21][N:20]=[C:19]2[NH:28][C:29]1[S:30][C:31]2[CH:37]=[C:36]([NH:38][C:7](=[O:8])[C:6]3[CH:10]=[CH:11][C:3]([C:2]([F:13])([F:12])[F:1])=[CH:4][CH:5]=3)[CH:35]=[CH:34][C:32]=2[N:33]=1, predict the reactants needed to synthesize it. The reactants are: [F:1][C:2]([F:13])([F:12])[C:3]1[CH:11]=[CH:10][C:6]([C:7](Cl)=[O:8])=[CH:5][CH:4]=1.[CH3:14][O:15][C:16]1[CH:17]=[C:18]2[C:23](=[CH:24][C:25]=1[O:26][CH3:27])[N:22]=[CH:21][N:20]=[C:19]2[NH:28][C:29]1[S:30][C:31]2[CH:37]=[C:36]([NH2:38])[CH:35]=[CH:34][C:32]=2[N:33]=1. (6) Given the product [C:1]([C:5]([N:7]1[C:8]([NH2:9])=[CH:13][CH:12]=[CH:11][CH:10]1[C:14]1[CH:19]=[CH:18][C:17]([CH:20]([OH:21])[CH2:22][N:38]2[CH2:39][CH2:40][N:35]([CH2:27][CH2:28][C:29]3[CH:34]=[CH:33][CH:32]=[CH:31][CH:30]=3)[CH2:36][CH2:37]2)=[CH:16][C:15]=1[O:23][CH:24]([CH3:25])[CH3:26])=[O:6])([CH3:3])([CH3:2])[CH3:4], predict the reactants needed to synthesize it. The reactants are: [C:1]([C:5]([NH:7][C:8]1[CH:13]=[CH:12][CH:11]=[C:10]([C:14]2[CH:19]=[CH:18][C:17]([CH:20]3[CH2:22][O:21]3)=[CH:16][C:15]=2[O:23][CH:24]([CH3:26])[CH3:25])[N:9]=1)=[O:6])([CH3:4])([CH3:3])[CH3:2].[CH2:27]([N:35]1[CH2:40][CH2:39][NH:38][CH2:37][CH2:36]1)[CH2:28][C:29]1[CH:34]=[CH:33][CH:32]=[CH:31][CH:30]=1.C(#N)C.